This data is from Catalyst prediction with 721,799 reactions and 888 catalyst types from USPTO. The task is: Predict which catalyst facilitates the given reaction. (1) Reactant: [C:1]([N:4]1[CH2:9][CH2:8][C:7](=O)[CH2:6][CH2:5]1)(=[O:3])[CH3:2].[NH:11]1[CH2:15][CH2:14][CH2:13][CH2:12]1.C1(C)C=CC=CC=1.C1(C)C=CC(S(O)(=O)=O)=CC=1. Product: [N:11]1([C:7]2[CH2:6][CH2:5][N:4]([C:1](=[O:3])[CH3:2])[CH2:9][CH:8]=2)[CH2:15][CH2:14][CH2:13][CH2:12]1. The catalyst class is: 6. (2) Reactant: C[O-].[Na+].[CH3:4][O:5][CH:6]([C:11]([O:13]C)=O)[C:7](OC)=[O:8].[C:15]([NH2:23])(=[NH:22])[C:16]1[CH:21]=[CH:20][CH:19]=[CH:18][CH:17]=1.Cl. Product: [CH3:4][O:5][C:6]1[C:11]([OH:13])=[N:22][C:15]([C:16]2[CH:21]=[CH:20][CH:19]=[CH:18][CH:17]=2)=[N:23][C:7]=1[OH:8]. The catalyst class is: 5. (3) Reactant: [N:1]1[C:10]2[C:5](=[CH:6][C:7]([C:11]([O:13][C:14]([CH3:17])([CH3:16])[CH3:15])=[O:12])=[CH:8][CH:9]=2)[CH:4]=[CH:3][CH:2]=1.[CH:18]1([Mg]Br)[CH2:20][CH2:19]1.[N+]([O-])([O-])=O.[NH4+].[Ce]. Product: [CH:18]1([C:2]2[CH:3]=[CH:4][C:5]3[C:10](=[CH:9][CH:8]=[C:7]([C:11]([O:13][C:14]([CH3:17])([CH3:16])[CH3:15])=[O:12])[CH:6]=3)[N:1]=2)[CH2:20][CH2:19]1. The catalyst class is: 1. (4) Reactant: Cl[CH2:2][CH:3]1[O:5][CH2:4]1.[NH2:6][CH:7]1[CH2:11][CH2:10][CH2:9][CH2:8]1.C(=O)(O)[O-].[Na+]. Product: [CH:7]1([N:6]2[CH2:4][CH:3]([OH:5])[CH2:2]2)[CH2:11][CH2:10][CH2:9][CH2:8]1. The catalyst class is: 10. (5) Reactant: [Cl:1][C:2]1[CH:3]=[C:4]([C:12]2[N:16]=[C:15]([C:17]3[CH:22]=[CH:21][C:20]([CH2:23]O)=[CH:19][CH:18]=3)[O:14][N:13]=2)[CH:5]=[CH:6][C:7]=1[O:8][CH:9]([CH3:11])[CH3:10].C1CCN2C(=NCCC2)CC1.P([N:52]=[N+:53]=[N-:54])(=O)(OC1C=CC=CC=1)OC1C=CC=CC=1.C([O-])(O)=O.[Na+]. Product: [N:52]([CH2:23][C:20]1[CH:21]=[CH:22][C:17]([C:15]2[O:14][N:13]=[C:12]([C:4]3[CH:5]=[CH:6][C:7]([O:8][CH:9]([CH3:11])[CH3:10])=[C:2]([Cl:1])[CH:3]=3)[N:16]=2)=[CH:18][CH:19]=1)=[N+:53]=[N-:54]. The catalyst class is: 116. (6) Reactant: CN(C=O)C.Br[CH2:7][CH2:8][NH:9][C:10]([C:12]1[CH:13]=[C:14]([CH2:18][CH2:19][CH:20]2[CH2:25][CH2:24][N:23]([C:26]([O:28][C:29]3[CH:30]=[N:31][CH:32]=[C:33]([CH:38]=3)[C:34]([O:36][CH3:37])=[O:35])=[O:27])[CH2:22][CH2:21]2)[CH:15]=[CH:16][CH:17]=1)=[O:11].C(=O)([O-])[O-].[K+].[K+].[I-].[K+]. Product: [N:9]1([C:10]([C:12]2[CH:13]=[C:14]([CH2:18][CH2:19][CH:20]3[CH2:25][CH2:24][N:23]([C:26]([O:28][C:29]4[CH:30]=[N:31][CH:32]=[C:33]([CH:38]=4)[C:34]([O:36][CH3:37])=[O:35])=[O:27])[CH2:22][CH2:21]3)[CH:15]=[CH:16][CH:17]=2)=[O:11])[CH2:7][CH2:8]1. The catalyst class is: 25.